From a dataset of Forward reaction prediction with 1.9M reactions from USPTO patents (1976-2016). Predict the product of the given reaction. (1) Given the reactants [CH2:1]([O:8][C:9]([N:11]1[CH2:16][CH2:15][NH:14][CH2:13][CH2:12]1)=[O:10])[C:2]1[CH:7]=[CH:6][CH:5]=[CH:4][CH:3]=1.[CH2:17]([O:19][C:20](=[O:25])[C:21](Br)([CH3:23])[CH3:22])[CH3:18].C(=O)([O-])[O-].[K+].[K+], predict the reaction product. The product is: [CH2:1]([O:8][C:9]([N:11]1[CH2:16][CH2:15][N:14]([C:21]([C:20]([O:19][CH2:17][CH3:18])=[O:25])([CH3:23])[CH3:22])[CH2:13][CH2:12]1)=[O:10])[C:2]1[CH:7]=[CH:6][CH:5]=[CH:4][CH:3]=1. (2) Given the reactants [OH:1][C:2]1[C:10]([OH:11])=[CH:9][CH:8]=[CH:7][C:3]=1[C:4]([OH:6])=O.[Si](Cl)(C)(C)C.CCN=C=NCCCN(C)C.[NH2:28][CH2:29][CH2:30][CH2:31][CH2:32][CH2:33][NH:34][C:35](=[O:61])[CH2:36][C@@H:37]1[N:43]=[C:42]([C:44]2[CH:49]=[CH:48][C:47]([Cl:50])=[CH:46][CH:45]=2)[C:41]2[CH:51]=[C:52]([O:55][CH3:56])[CH:53]=[CH:54][C:40]=2[N:39]2[C:57]([CH3:60])=[N:58][N:59]=[C:38]12, predict the reaction product. The product is: [Cl:50][C:47]1[CH:48]=[CH:49][C:44]([C:42]2[C:41]3[CH:51]=[C:52]([O:55][CH3:56])[CH:53]=[CH:54][C:40]=3[N:39]3[C:57]([CH3:60])=[N:58][N:59]=[C:38]3[C@H:37]([CH2:36][C:35]([NH:34][CH2:33][CH2:32][CH2:31][CH2:30][CH2:29][NH:28][C:4](=[O:6])[C:3]3[CH:7]=[CH:8][CH:9]=[C:10]([OH:11])[C:2]=3[OH:1])=[O:61])[N:43]=2)=[CH:45][CH:46]=1. (3) The product is: [F:1][C:2]1[C:11]2[O:10][CH2:9][C@H:8]3[C@@H:12]([NH:19][C:22]([NH:24][C:25]4[S:26][CH:27]=[C:28]([C:30]5[CH:31]=[CH:32][C:33]([Cl:36])=[CH:34][CH:35]=5)[N:29]=4)=[O:44])[C@H:7]3[C:6]=2[C:5]([F:16])=[CH:4][CH:3]=1. Given the reactants [F:1][C:2]1[C:11]2[O:10][CH2:9][C@H:8]3[C@@H:12](C(O)=O)[C@H:7]3[C:6]=2[C:5]([F:16])=[CH:4][CH:3]=1.C([N:19]([CH2:22]C)CC)C.[NH2:24][C:25]1[S:26][CH:27]=[C:28]([C:30]2[CH:35]=[CH:34][C:33]([Cl:36])=[CH:32][CH:31]=2)[N:29]=1.C1C=CC(P(N=[N+]=[N-])(C2C=CC=CC=2)=[O:44])=CC=1, predict the reaction product. (4) Given the reactants [NH:1]1[CH2:6][CH2:5][C:4]2([C:14]3[C:9](=[CH:10][CH:11]=[CH:12][CH:13]=3)[NH:8][C:7]2=[O:15])[CH2:3][CH2:2]1.[F:16][C:17]([F:22])([F:21])[C:18](O)=O.FC(F)(F)S(OCC(F)(F)F)(=O)=O.C(N(CC)CC)C, predict the reaction product. The product is: [F:16][C:17]([F:22])([F:21])[CH2:18][N:1]1[CH2:6][CH2:5][C:4]2([C:14]3[C:9](=[CH:10][CH:11]=[CH:12][CH:13]=3)[NH:8][C:7]2=[O:15])[CH2:3][CH2:2]1. (5) Given the reactants [NH2:1][C:2]1[C:10]([C:11]#[C:12][C:13]2[CH:18]=[CH:17][CH:16]=[C:15]([NH:19][C:20]([C:22]3[N:26]([CH3:27])[N:25]=[C:24]([CH3:28])[CH:23]=3)=[O:21])[CH:14]=2)=[CH:9][C:5](C(O)=O)=[CH:4][N:3]=1.[CH3:29][O:30][C:31](=[O:49])[CH2:32][C:33]1[CH:38]=[CH:37][CH:36]=[C:35]([S:39]([CH3:48])(=[N:41][C:42](=[O:47])C(F)(F)F)=[O:40])[CH:34]=1, predict the reaction product. The product is: [CH3:29][O:30][C:31](=[O:49])[CH2:32][C:33]1[CH:38]=[CH:37][CH:36]=[C:35]([S:39]([CH3:48])(=[N:41][C:42]([C:5]2[CH:4]=[N:3][C:2]([NH2:1])=[C:10]([C:11]#[C:12][C:13]3[CH:18]=[CH:17][CH:16]=[C:15]([NH:19][C:20]([C:22]4[N:26]([CH3:27])[N:25]=[C:24]([CH3:28])[CH:23]=4)=[O:21])[CH:14]=3)[CH:9]=2)=[O:47])=[O:40])[CH:34]=1. (6) The product is: [Cl:1][C:2]1[CH:3]=[CH:4][C:5](/[C:8](/[CH3:26])=[CH:9]/[N:10]2[C:18]3[CH:17]=[CH:16][C:15]([CH3:19])=[CH:14][C:13]=3[C:12]3[CH2:20][CH2:21][N:22]([CH3:25])[CH2:23][CH2:24][C:11]2=3)=[CH:6][CH:7]=1. Given the reactants [Cl:1][C:2]1[CH:7]=[CH:6][C:5]([C:8](O)([CH3:26])[CH2:9][N:10]2[C:18]3[CH:17]=[CH:16][C:15]([CH3:19])=[CH:14][C:13]=3[C:12]3[CH2:20][CH2:21][N:22]([CH3:25])[CH2:23][CH2:24][C:11]2=3)=[CH:4][CH:3]=1.OS(O)(=O)=O.[OH-].[K+], predict the reaction product. (7) The product is: [CH3:25][CH2:26][O:4][C:3]([CH:2]([Cl:1])[CH2:6][C:7]1[CH:12]=[C:11]([N:13]2[N:14]=[C:15]([CH3:22])[N:16]([CH:19]([F:20])[F:21])[C:17]2=[O:18])[C:10]([F:23])=[CH:9][C:8]=1[Cl:24])=[O:5]. Given the reactants [Cl:1][CH:2]([CH2:6][C:7]1[CH:12]=[C:11]([N:13]2[C:17](=[O:18])[N:16]([CH:19]([F:21])[F:20])[C:15]([CH3:22])=[N:14]2)[C:10]([F:23])=[CH:9][C:8]=1[Cl:24])[C:3]([OH:5])=[O:4].[CH2:25](O)[CH3:26].C=C1C=CC(S(O)(=O)=O)=CC1, predict the reaction product.